Dataset: Reaction yield outcomes from USPTO patents with 853,638 reactions. Task: Predict the reaction yield, written as a fraction of the theoretical maximum amount of product (1.0 means a 100% yield; for example, 0.34 means a 34% yield). The reactants are Cl.[F:2][C:3]1[CH:4]=[C:5]([CH:8]=[CH:9][C:10]=1[NH:11][S:12]([CH3:15])(=[O:14])=[O:13])[CH2:6][NH2:7].[C:16]([C:20]1[N:25]=[C:24]([O:26][CH3:27])[C:23]([CH:28]=[CH:29][C:30](O)=[O:31])=[CH:22][CH:21]=1)([CH3:19])([CH3:18])[CH3:17].CN1C(=O)CCC1. The catalyst is C1COCC1. The product is [C:16]([C:20]1[N:25]=[C:24]([O:26][CH3:27])[C:23]([CH:28]=[CH:29][C:30]([NH:7][CH2:6][C:5]2[CH:8]=[CH:9][C:10]([NH:11][S:12]([CH3:15])(=[O:14])=[O:13])=[C:3]([F:2])[CH:4]=2)=[O:31])=[CH:22][CH:21]=1)([CH3:19])([CH3:17])[CH3:18]. The yield is 0.618.